From a dataset of Reaction yield outcomes from USPTO patents with 853,638 reactions. Predict the reaction yield, written as a fraction of the theoretical maximum amount of product (1.0 means a 100% yield; for example, 0.34 means a 34% yield). The reactants are Cl[C:2]1[N:7]=[C:6]([C:8]2[CH:13]=[CH:12][C:11]([N+:14]([O-:16])=[O:15])=[CH:10][CH:9]=2)[N:5]=[C:4]2[N:17]([CH2:20][C:21]([F:24])([F:23])[F:22])[N:18]=[CH:19][C:3]=12.Cl.[CH:26]12[NH:33][CH:30]([CH2:31][CH2:32]1)[CH2:29][O:28][CH2:27]2.C(N(CC)CC)C. The catalyst is C(O)C. The product is [N+:14]([C:11]1[CH:12]=[CH:13][C:8]([C:6]2[N:5]=[C:4]3[N:17]([CH2:20][C:21]([F:24])([F:23])[F:22])[N:18]=[CH:19][C:3]3=[C:2]([N:33]3[CH:26]4[CH2:32][CH2:31][CH:30]3[CH2:29][O:28][CH2:27]4)[N:7]=2)=[CH:9][CH:10]=1)([O-:16])=[O:15]. The yield is 0.680.